Dataset: Forward reaction prediction with 1.9M reactions from USPTO patents (1976-2016). Task: Predict the product of the given reaction. Given the reactants [F:1][C:2]1[CH:7]=[CH:6][C:5]([C:8]2[C:9]([N:28]3[CH2:33][CH2:32][CH:31]([C:34]([OH:36])=O)[CH2:30][CH2:29]3)=[N:10][C:11]([C:24]([F:27])([F:26])[F:25])=[N:12][C:13]=2[C:14]2[CH:19]=[CH:18][C:17]([S:20]([CH3:23])(=[O:22])=[O:21])=[CH:16][CH:15]=2)=[CH:4][CH:3]=1.Cl.[CH3:38][O:39][NH2:40].Cl.CN(C)CCCN=C=NCC.ON1C2C=CC=CC=2N=N1.C(N(C(C)C)CC)(C)C, predict the reaction product. The product is: [CH3:38][O:39][NH:40][C:34]([CH:31]1[CH2:32][CH2:33][N:28]([C:9]2[C:8]([C:5]3[CH:4]=[CH:3][C:2]([F:1])=[CH:7][CH:6]=3)=[C:13]([C:14]3[CH:19]=[CH:18][C:17]([S:20]([CH3:23])(=[O:22])=[O:21])=[CH:16][CH:15]=3)[N:12]=[C:11]([C:24]([F:25])([F:27])[F:26])[N:10]=2)[CH2:29][CH2:30]1)=[O:36].